Dataset: Catalyst prediction with 721,799 reactions and 888 catalyst types from USPTO. Task: Predict which catalyst facilitates the given reaction. (1) Reactant: Cl.[F:2][C:3]([F:20])([F:19])[C:4]1[C:12]2[N:11]=[C:10]([CH2:13][NH2:14])[NH:9][C:8]=2[CH:7]=[C:6]([C:15]([F:18])([F:17])[F:16])[CH:5]=1.CCN(C(C)C)C(C)C.[CH3:30][S:31](Cl)(=[O:33])=[O:32]. Product: [F:18][C:15]([F:16])([F:17])[C:6]1[CH:5]=[C:4]([C:3]([F:2])([F:19])[F:20])[C:12]2[NH:11][C:10]([CH2:13][NH:14][S:31]([CH3:30])(=[O:33])=[O:32])=[N:9][C:8]=2[CH:7]=1. The catalyst class is: 4. (2) Reactant: [N:1]1([C:7]2[N:14]=[CH:13][CH:12]=[CH:11][C:8]=2[C:9]#[N:10])[CH2:6][CH2:5][NH:4][CH2:3][CH2:2]1.[Br:15][CH2:16][C:17](Br)=[O:18].ClCCl.C(N(CC)CC)C. Product: [Br:15][CH2:16][C:17]([N:4]1[CH2:3][CH2:2][N:1]([C:7]2[N:14]=[CH:13][CH:12]=[CH:11][C:8]=2[C:9]#[N:10])[CH2:6][CH2:5]1)=[O:18]. The catalyst class is: 6. (3) Reactant: [Br:1][CH2:2][CH2:3][CH2:4][O:5][C:6]1[CH:11]=[CH:10][CH:9]=[C:8]([CH2:12][CH3:13])[CH:7]=1.C1C(=O)N([Br:21])C(=O)C1.O. Product: [Br:1][CH2:2][CH2:3][CH2:4][O:5][C:6]1[CH:11]=[CH:10][C:9]([Br:21])=[C:8]([CH2:12][CH3:13])[CH:7]=1. The catalyst class is: 10.